This data is from Peptide-MHC class I binding affinity with 185,985 pairs from IEDB/IMGT. The task is: Regression. Given a peptide amino acid sequence and an MHC pseudo amino acid sequence, predict their binding affinity value. This is MHC class I binding data. (1) The peptide sequence is TSACGIFLK. The MHC is HLA-A02:12 with pseudo-sequence HLA-A02:12. The binding affinity (normalized) is 0.0847. (2) The peptide sequence is NITPDDGLGL. The MHC is HLA-A02:03 with pseudo-sequence HLA-A02:03. The binding affinity (normalized) is 0.338. (3) The peptide sequence is FSGGFTPTYT. The MHC is H-2-Db with pseudo-sequence H-2-Db. The binding affinity (normalized) is 0. (4) The peptide sequence is IQRRGAQFQ. The MHC is HLA-B15:17 with pseudo-sequence HLA-B15:17. The binding affinity (normalized) is 0.0847. (5) The peptide sequence is DLPPAIAAE. The MHC is HLA-B15:01 with pseudo-sequence HLA-B15:01. The binding affinity (normalized) is 0.149. (6) The MHC is HLA-A68:01 with pseudo-sequence HLA-A68:01. The peptide sequence is LVSAGIRKV. The binding affinity (normalized) is 0.